This data is from Catalyst prediction with 721,799 reactions and 888 catalyst types from USPTO. The task is: Predict which catalyst facilitates the given reaction. (1) Reactant: C([CH:3]([C:5]1[CH:14]=[C:13]([O:15][CH2:16][CH3:17])[C:12]2[C:7](=[C:8]([O:18][CH3:19])[CH:9]=[CH:10][CH:11]=2)[CH:6]=1)O)C.CS([Cl:24])(=O)=O. Product: [Cl:24][CH2:3][C:5]1[CH:14]=[C:13]([O:15][CH2:16][CH3:17])[C:12]2[C:7]([CH:6]=1)=[C:8]([O:18][CH3:19])[CH:9]=[CH:10][CH:11]=2. The catalyst class is: 2. (2) Reactant: [Br:1][C:2]1[C:3](Cl)=[C:4]([C:17]#[N:18])[C:5](=O)[N:6]([C:8]2[C:13]([F:14])=[CH:12][CH:11]=[CH:10][C:9]=2[F:15])[CH:7]=1.[OH2:20].[NH2:21][NH2:22]. Product: [NH2:18][C:17]1[C:4]2[C:5](=[O:20])[N:6]([C:8]3[C:13]([F:14])=[CH:12][CH:11]=[CH:10][C:9]=3[F:15])[CH:7]=[C:2]([Br:1])[C:3]=2[NH:22][N:21]=1. The catalyst class is: 8. (3) Reactant: [CH3:1][C:2]1[CH:3]=[C:4]([CH:7]=[C:8]([CH3:11])[C:9]=1[OH:10])[C:5]#[N:6].CC1C=CN=C(N)C=1C.[Br:21][C:22]1[C:23]([NH:38][C:39](=[O:46])[C:40]2[CH:45]=[CH:44][CH:43]=[CH:42][CH:41]=2)=[N:24][C:25]([NH:29][C:30]2[CH:35]=[CH:34][C:33]([C:36]#[N:37])=[CH:32][CH:31]=2)=[N:26][C:27]=1Cl. Product: [Br:21][C:22]1[C:23]([NH:38][C:39](=[O:46])[C:40]2[CH:41]=[CH:42][CH:43]=[CH:44][CH:45]=2)=[N:24][C:25]([NH:29][C:30]2[CH:35]=[CH:34][C:33]([C:36]#[N:37])=[CH:32][CH:31]=2)=[N:26][C:27]=1[O:10][C:9]1[C:8]([CH3:11])=[CH:7][C:4]([C:5]#[N:6])=[CH:3][C:2]=1[CH3:1]. The catalyst class is: 9. (4) Reactant: Br[C:2]1[CH:10]=[C:9]2[C:5]([C:6]([CH2:20][N:21]([CH3:29])[C:22](=[O:28])[O:23][C:24]([CH3:27])([CH3:26])[CH3:25])=[CH:7][N:8]2[S:11]([C:14]2[CH:15]=[N:16][CH:17]=[CH:18][CH:19]=2)(=[O:13])=[O:12])=[CH:4][CH:3]=1.[CH3:30][O:31][C:32]1[CH:37]=[CH:36][C:35](B(O)O)=[CH:34][CH:33]=1.C(=O)([O-])[O-].[K+].[K+]. Product: [CH3:30][O:31][C:32]1[CH:37]=[CH:36][C:35]([C:2]2[CH:10]=[C:9]3[C:5]([C:6]([CH2:20][N:21]([CH3:29])[C:22](=[O:28])[O:23][C:24]([CH3:25])([CH3:27])[CH3:26])=[CH:7][N:8]3[S:11]([C:14]3[CH:15]=[N:16][CH:17]=[CH:18][CH:19]=3)(=[O:12])=[O:13])=[CH:4][CH:3]=2)=[CH:34][CH:33]=1. The catalyst class is: 109. (5) The catalyst class is: 21. Reactant: [N:1]1[C:10]2[C:5](=[CH:6][CH:7]=[CH:8][CH:9]=2)[CH:4]=[CH:3][CH:2]=1.[CH3:11][O:12][N:13]=[C:14]([C:17]1[CH:22]=[CH:21][C:20]([CH3:23])=[CH:19][CH:18]=1)[CH2:15][Br:16]. Product: [Br-:16].[CH3:11][O:12][N:13]=[C:14]([C:17]1[CH:18]=[CH:19][C:20]([CH3:23])=[CH:21][CH:22]=1)[CH2:15][N+:1]1[C:10]2[C:5](=[CH:6][CH:7]=[CH:8][CH:9]=2)[CH:4]=[CH:3][CH:2]=1. (6) Reactant: O[CH2:2][CH2:3][NH:4][CH2:5][C:6]([NH:8][C:9]1[CH:14]=[CH:13][C:12]([S:15][CH3:16])=[CH:11][CH:10]=1)=[O:7].P(CCCC)(CCCC)CCCC.C1C=CC(COC(/N=N/C(OCC2C=CC=CC=2)=O)=O)=CC=1. Product: [CH3:16][S:15][C:12]1[CH:13]=[CH:14][C:9]([N:8]2[CH2:2][CH2:3][NH:4][CH2:5][C:6]2=[O:7])=[CH:10][CH:11]=1. The catalyst class is: 25. (7) Reactant: [CH:1]1([CH:7]([C:17]2[CH:22]=[CH:21][CH:20]=[C:19]([C:23]3[CH:32]=[CH:31][C:30]4[C:25](=[CH:26][CH:27]=[CH:28][CH:29]=4)[N:24]=3)[CH:18]=2)[O:8][NH:9][C:10](=[O:16])[C:11]([O:13]CC)=[O:12])[CH2:6][CH2:5][CH2:4][CH2:3][CH2:2]1.[OH-].[Na+].Cl. Product: [CH:1]1([CH:7]([C:17]2[CH:22]=[CH:21][CH:20]=[C:19]([C:23]3[CH:32]=[CH:31][C:30]4[C:25](=[CH:26][CH:27]=[CH:28][CH:29]=4)[N:24]=3)[CH:18]=2)[O:8][NH:9][C:10](=[O:16])[C:11]([OH:13])=[O:12])[CH2:2][CH2:3][CH2:4][CH2:5][CH2:6]1. The catalyst class is: 8. (8) Reactant: [F:1][C:2]1[CH:10]=[C:9]2[C:5]([C:6](/[CH:11]=[CH:12]/[C:13]3[CH:18]=[CH:17][CH:16]=[C:15]([F:19])[CH:14]=3)=[N:7][NH:8]2)=[CH:4][C:3]=1[C:20]#[N:21].S(=O)(=O)(O)[OH:23]. Product: [F:1][C:2]1[CH:10]=[C:9]2[C:5]([C:6](/[CH:11]=[CH:12]/[C:13]3[CH:18]=[CH:17][CH:16]=[C:15]([F:19])[CH:14]=3)=[N:7][NH:8]2)=[CH:4][C:3]=1[C:20]([NH2:21])=[O:23]. The catalyst class is: 86.